This data is from Forward reaction prediction with 1.9M reactions from USPTO patents (1976-2016). The task is: Predict the product of the given reaction. Given the reactants [F:1][C:2]1[CH:3]=[C:4]([CH:18]=[C:19]([F:21])[CH:20]=1)[C:5]([CH:7]1[CH2:10][N:9]([C:11]([O:13][C:14]([CH3:17])([CH3:16])[CH3:15])=[O:12])[CH2:8]1)=[O:6].[C:22]([Mg]Cl)(C)(C)[CH3:23].[NH4+].[Cl-].[CH2:30]1[CH2:34]O[CH2:32][CH2:31]1, predict the reaction product. The product is: [F:1][C:2]1[CH:3]=[C:4]([C:5]([CH:7]2[CH2:10][N:9]([C:11]([O:13][C:14]([CH3:15])([CH3:16])[CH3:17])=[O:12])[CH2:8]2)([OH:6])[C:31]([CH2:22][CH3:23])([CH2:30][CH3:34])[CH3:32])[CH:18]=[C:19]([F:21])[CH:20]=1.